This data is from Full USPTO retrosynthesis dataset with 1.9M reactions from patents (1976-2016). The task is: Predict the reactants needed to synthesize the given product. (1) Given the product [CH3:1][C:2]1[N:3]=[C:4]([C:7]2([N:13]([C:17]3[CH:18]=[CH:19][CH:20]=[CH:21][CH:22]=3)[C:14](=[O:16])[CH3:15])[CH2:12][CH2:11][N:10]([CH2:30][C:29]3[CH:32]=[CH:33][C:26]([O:25][C:24]([F:23])([F:34])[F:35])=[CH:27][CH:28]=3)[CH2:9][CH2:8]2)[S:5][CH:6]=1, predict the reactants needed to synthesize it. The reactants are: [CH3:1][C:2]1[N:3]=[C:4]([C:7]2([N:13]([C:17]3[CH:22]=[CH:21][CH:20]=[CH:19][CH:18]=3)[C:14](=[O:16])[CH3:15])[CH2:12][CH2:11][NH:10][CH2:9][CH2:8]2)[S:5][CH:6]=1.[F:23][C:24]([F:35])([F:34])[O:25][C:26]1[CH:33]=[CH:32][C:29]([CH:30]=O)=[CH:28][CH:27]=1.C(O[BH-](OC(=O)C)OC(=O)C)(=O)C.[Na+].C(OCC)(=O)C. (2) The reactants are: [CH2:1]([C:5]1[N:9]([CH2:10][C:11]2[CH:16]=[CH:15][C:14]([C:17]3[CH:22]=[CH:21][CH:20]=[CH:19][C:18]=3[C:23]3[NH:27][N:26]=[N:25][N:24]=3)=[CH:13][CH:12]=2)[N:8]=[C:7]([CH2:28][NH2:29])[N:6]=1)[CH2:2][CH2:3][CH3:4].C(=O)([O-])[O-].[K+].[K+].[C:36](OC(=O)C)(=[O:38])[CH3:37]. Given the product [CH2:1]([C:5]1[N:9]([CH2:10][C:11]2[CH:16]=[CH:15][C:14]([C:17]3[CH:22]=[CH:21][CH:20]=[CH:19][C:18]=3[C:23]3[NH:27][N:26]=[N:25][N:24]=3)=[CH:13][CH:12]=2)[N:8]=[C:7]([CH2:28][NH:29][C:36](=[O:38])[CH3:37])[N:6]=1)[CH2:2][CH2:3][CH3:4], predict the reactants needed to synthesize it. (3) The reactants are: [CH3:1][C@@H:2]([CH2:8][CH2:9][CH2:10][C:11]([CH3:14])([OH:13])[CH3:12])/[CH:3]=[CH:4]\[CH2:5][CH2:6][OH:7].[H][H]. Given the product [CH3:1][C@@H:2]([CH2:8][CH2:9][CH2:10][C:11]([CH3:14])([OH:13])[CH3:12])[CH2:3][CH2:4][CH2:5][CH2:6][OH:7], predict the reactants needed to synthesize it.